Task: Predict the reactants needed to synthesize the given product.. Dataset: Full USPTO retrosynthesis dataset with 1.9M reactions from patents (1976-2016) (1) Given the product [C:10]([O:14][C:15]([O:17][CH2:18][C@@:19]1([C:32]#[CH:33])[O:23][C@@H:22]([N:1]2[CH:9]=[C:7]([CH3:8])[C:5](=[O:6])[NH:4][C:2]2=[O:3])[CH:21]=[CH:20]1)=[O:16])([CH3:13])([CH3:12])[CH3:11], predict the reactants needed to synthesize it. The reactants are: [NH:1]1[CH:9]=[C:7]([CH3:8])[C:5](=[O:6])[NH:4][C:2]1=[O:3].[C:10]([O:14][C:15]([O:17][CH2:18][C@@:19]1([C:32]#[CH:33])[O:23][C@@H:22](OC(OC(C)(C)C)=O)[CH:21]=[CH:20]1)=[O:16])([CH3:13])([CH3:12])[CH3:11]. (2) Given the product [CH3:9][O:8][C:6](=[O:7])[C:5]1[CH:4]=[CH:3][C:2]([O:1][CH2:39][CH:38]([CH2:36][CH3:37])[CH2:41][CH2:42][CH2:43][CH3:44])=[CH:11][CH:10]=1, predict the reactants needed to synthesize it. The reactants are: [OH:1][C:2]1[CH:11]=[CH:10][C:5]([C:6]([O:8][CH3:9])=[O:7])=[CH:4][CH:3]=1.C1OCCOCCOCCOCCOCCOC1.C(=O)([O-])[O-].[K+].[K+].[CH2:36]([CH:38]([CH2:41][CH2:42][CH2:43][CH3:44])[CH2:39]Br)[CH3:37]. (3) Given the product [Br:1][C:2]1[CH:3]=[CH:4][C:5]([C:8]2[N:9]=[C:12]([CH3:13])[O:11][N:10]=2)=[N:6][CH:7]=1, predict the reactants needed to synthesize it. The reactants are: [Br:1][C:2]1[CH:3]=[CH:4][C:5]([C:8](=[N:10][OH:11])[NH2:9])=[N:6][CH:7]=1.[C:12](OC(=O)C)(=O)[CH3:13]. (4) Given the product [C:11]([O:15][C:16]([N:18]1[CH2:23][CH2:22][C:21]([C:5]2[CH:6]=[CH:7][C:2]([Cl:1])=[C:3]([F:10])[CH:4]=2)([OH:24])[CH2:20][CH2:19]1)=[O:17])([CH3:14])([CH3:12])[CH3:13], predict the reactants needed to synthesize it. The reactants are: [Cl:1][C:2]1[CH:7]=[CH:6][C:5]([Mg]Br)=[CH:4][C:3]=1[F:10].[C:11]([O:15][C:16]([N:18]1[CH2:23][CH2:22][C:21](=[O:24])[CH2:20][CH2:19]1)=[O:17])([CH3:14])([CH3:13])[CH3:12].[Cl-].[NH4+]. (5) Given the product [C:39]([P:43]([C:45]([CH3:48])([CH3:47])[CH3:46])[C:2]1[C:7]([O:8][CH3:9])=[CH:6][CH:5]=[CH:4][C:3]=1[C:10]1[C:15]([CH3:16])=[CH:14][C:13]([CH3:17])=[C:12]([C:18]2[CH:23]=[CH:22][CH:21]=[CH:20][CH:19]=2)[C:11]=1[CH3:24])([CH3:42])([CH3:41])[CH3:40], predict the reactants needed to synthesize it. The reactants are: Br[C:2]1[C:7]([O:8][CH3:9])=[CH:6][CH:5]=[CH:4][C:3]=1[C:10]1[C:15]([CH3:16])=[CH:14][C:13]([CH3:17])=[C:12]([C:18]2[CH:23]=[CH:22][CH:21]=[CH:20][CH:19]=2)[C:11]=1[CH3:24].C(OCCCC)CCC.[Li]C(C)(C)C.[C:39]([P:43]([C:45]([CH3:48])([CH3:47])[CH3:46])Cl)([CH3:42])([CH3:41])[CH3:40].[NH4+].[OH-]. (6) Given the product [F:1][C:2]1[CH:11]=[C:10]2[C:5]([CH:6]=[CH:7][N:8]([C:13]3[CH:14]=[CH:15][C:16]([N+:19]([O-:21])=[O:20])=[CH:17][CH:18]=3)[C:9]2=[O:12])=[CH:4][C:3]=1[O:22][S:25]([C:24]([F:37])([F:36])[F:23])(=[O:27])=[O:26], predict the reactants needed to synthesize it. The reactants are: [F:1][C:2]1[CH:11]=[C:10]2[C:5]([CH:6]=[CH:7][N:8]([C:13]3[CH:18]=[CH:17][C:16]([N+:19]([O-:21])=[O:20])=[CH:15][CH:14]=3)[C:9]2=[O:12])=[CH:4][C:3]=1[OH:22].[F:23][C:24]([F:37])([F:36])[S:25](O[S:25]([C:24]([F:37])([F:36])[F:23])(=[O:27])=[O:26])(=[O:27])=[O:26].